This data is from Reaction yield outcomes from USPTO patents with 853,638 reactions. The task is: Predict the reaction yield, written as a fraction of the theoretical maximum amount of product (1.0 means a 100% yield; for example, 0.34 means a 34% yield). (1) The reactants are [CH:1]1([O:7][C:8]2[C:13]([S:14][C:15]3[CH:16]=[C:17]([NH:21]C(=O)C)[CH:18]=[CH:19][CH:20]=3)=[CH:12][N:11]=[C:10]([N:25]3[CH2:30][CH2:29][N:28]([CH3:31])[CH2:27][CH2:26]3)[N:9]=2)[CH2:6][CH2:5][CH2:4][CH2:3][CH2:2]1.B(F)(F)F.CO.CCN(CC)CC. The catalyst is CO. The product is [CH:1]1([O:7][C:8]2[C:13]([S:14][C:15]3[CH:16]=[C:17]([CH:18]=[CH:19][CH:20]=3)[NH2:21])=[CH:12][N:11]=[C:10]([N:25]3[CH2:30][CH2:29][N:28]([CH3:31])[CH2:27][CH2:26]3)[N:9]=2)[CH2:6][CH2:5][CH2:4][CH2:3][CH2:2]1. The yield is 0.920. (2) The reactants are [CH3:1][O:2][C:3]1[N:8]=[C:7]([C:9](OC)=[O:10])[C:6]([NH:13][C:14]([C:16]2[C:25]3[C:20](=[CH:21][CH:22]=[CH:23][CH:24]=3)[C:19]([CH2:26][N:27]3[CH:31]=[CH:30][N:29]=[N:28]3)=[CH:18][CH:17]=2)=[O:15])=[CH:5][CH:4]=1.[CH:32]1([CH2:38][NH2:39])[CH2:37][CH2:36][CH2:35][CH2:34][CH2:33]1. The catalyst is CN(C=O)C. The product is [CH:32]1([CH2:38][NH:39][C:9]([C:7]2[C:6]([NH:13][C:14]([C:16]3[C:25]4[C:20](=[CH:21][CH:22]=[CH:23][CH:24]=4)[C:19]([CH2:26][N:27]4[CH:31]=[CH:30][N:29]=[N:28]4)=[CH:18][CH:17]=3)=[O:15])=[CH:5][CH:4]=[C:3]([O:2][CH3:1])[N:8]=2)=[O:10])[CH2:37][CH2:36][CH2:35][CH2:34][CH2:33]1. The yield is 0.860. (3) The reactants are [Br:1][C:2]1[C:13]([O:14][CH3:15])=[CH:12][CH:11]=[CH:10][C:3]=1[C:4](N(OC)C)=[O:5].[CH3:16][Mg]Br.C(OCC)(=O)C.Cl. The catalyst is O1CCCC1. The product is [Br:1][C:2]1[C:13]([O:14][CH3:15])=[CH:12][CH:11]=[CH:10][C:3]=1[C:4](=[O:5])[CH3:16]. The yield is 0.900. (4) The reactants are [CH2:1]([O:8][C:9]([CH2:11][CH2:12][CH2:13]OC1C=CC(B(O)O)=CC=1)=[O:10])[C:2]1[CH:7]=[CH:6][CH:5]=[CH:4][CH:3]=1.[B:24]([C:27]1[CH:32]=[CH:31][C:30](CCCC(O)=O)=[CH:29][CH:28]=1)([OH:26])[OH:25].C(Br)C1C=CC=CC=1. No catalyst specified. The product is [CH2:1]([O:8][C:9]([CH2:11][CH2:12][CH2:13][C:30]1[CH:31]=[CH:32][C:27]([B:24]([OH:26])[OH:25])=[CH:28][CH:29]=1)=[O:10])[C:2]1[CH:3]=[CH:4][CH:5]=[CH:6][CH:7]=1. The yield is 0.690. (5) The product is [F:1][C:2]1[C:3]([B:30]2[O:34][C:33]([CH3:36])([CH3:35])[C:32]([CH3:38])([CH3:37])[O:31]2)=[CH:4][CH:5]=[C:6]2[C:10]=1[N:9]([Si:11]([CH:15]([CH3:17])[CH3:16])([CH:18]([CH3:20])[CH3:19])[CH:12]([CH3:13])[CH3:14])[CH:8]=[CH:7]2. The yield is 0.730. The catalyst is C1COCC1. The reactants are [F:1][C:2]1[CH:3]=[CH:4][CH:5]=[C:6]2[C:10]=1[N:9]([Si:11]([CH:18]([CH3:20])[CH3:19])([CH:15]([CH3:17])[CH3:16])[CH:12]([CH3:14])[CH3:13])[CH:8]=[CH:7]2.C([Li])(CC)C.C(O[B:30]1[O:34][C:33]([CH3:36])([CH3:35])[C:32]([CH3:38])([CH3:37])[O:31]1)(C)C. (6) The reactants are [O:1]1[CH2:6][CH2:5][N:4]([C:7]2[CH:12]=[CH:11][C:10]([C:13]3[NH:17][C:16]4[CH:18]=[CH:19][C:20]([C:22]([OH:24])=O)=[CH:21][C:15]=4[N:14]=3)=[CH:9][CH:8]=2)[CH2:3][CH2:2]1.O1CCN(C2C=CC(C=O)=CC=2)C[CH2:26]1.S(S([O-])=O)([O-])(=O)=O.[Na+].[Na+].N[C:49]1[CH:50]=[C:51]([CH:55]=[CH:56][C:57]=1[NH2:58])[C:52]([OH:54])=[O:53]. The catalyst is O.CC(O)C. The product is [O:1]1[CH2:6][CH2:5][N:4]([C:7]2[CH:12]=[CH:11][C:10]([C:13]3[NH:17][C:16]4[CH:18]=[CH:19][C:20]([C:22]([NH:58][C:57]5[CH:56]=[CH:55][C:51]([C:52]([O:54][CH3:26])=[O:53])=[CH:50][CH:49]=5)=[O:24])=[CH:21][C:15]=4[N:14]=3)=[CH:9][CH:8]=2)[CH2:3][CH2:2]1. The yield is 0.250. (7) The reactants are [CH2:1]([N:5]1[C:13]2[C:12](=[O:14])[N:11]([CH3:15])[C:10](Cl)=[N:9][C:8]=2[N:7]=[C:6]1[N:17]1[CH2:22][CH2:21][N:20]([C:23]([O:25][C:26]([CH3:29])([CH3:28])[CH3:27])=[O:24])[CH2:19][CH2:18]1)[C:2]#[C:3][CH3:4].[C:30]([NH2:39])(=[O:38])[C:31]1[C:32](=[CH:34][CH:35]=[CH:36][CH:37]=1)[OH:33].C(=O)([O-])[O-].[K+].[K+].O. The catalyst is CN1CCCC1=O. The product is [CH2:1]([N:5]1[C:13]2[C:12](=[O:14])[N:11]([CH3:15])[C:10]([O:33][C:32]3[CH:34]=[CH:35][CH:36]=[CH:37][C:31]=3[C:30](=[O:38])[NH2:39])=[N:9][C:8]=2[N:7]=[C:6]1[N:17]1[CH2:22][CH2:21][N:20]([C:23]([O:25][C:26]([CH3:29])([CH3:28])[CH3:27])=[O:24])[CH2:19][CH2:18]1)[C:2]#[C:3][CH3:4]. The yield is 0.890.